Dataset: Catalyst prediction with 721,799 reactions and 888 catalyst types from USPTO. Task: Predict which catalyst facilitates the given reaction. (1) Product: [N:1]1([C:6]2[CH:31]=[CH:30][C:9]3[N:10]([C:13]4[CH:14]=[C:15]([NH2:26])[CH:16]=[C:17]([C:19]5[CH:20]=[CH:21][C:22]([F:25])=[CH:23][CH:24]=5)[CH:18]=4)[CH:11]=[N:12][C:8]=3[CH:7]=2)[CH:5]=[CH:4][CH:3]=[N:2]1. Reactant: [N:1]1([C:6]2[CH:31]=[CH:30][C:9]3[N:10]([C:13]4[CH:14]=[C:15]([NH:26]C(=O)C)[CH:16]=[C:17]([C:19]5[CH:24]=[CH:23][C:22]([F:25])=[CH:21][CH:20]=5)[CH:18]=4)[CH:11]=[N:12][C:8]=3[CH:7]=2)[CH:5]=[CH:4][CH:3]=[N:2]1.[OH-].[Na+]. The catalyst class is: 8. (2) Product: [CH2:9]([C:7]1[CH:6]=[CH:5][NH:4][C:3](=[O:2])[CH:8]=1)[CH2:10][C:11]1[CH:16]=[CH:15][CH:14]=[CH:13][CH:12]=1. The catalyst class is: 33. Reactant: C[O:2][C:3]1[CH:8]=[C:7]([CH2:9][CH2:10][C:11]2[CH:16]=[CH:15][CH:14]=[CH:13][CH:12]=2)[CH:6]=[CH:5][N:4]=1. (3) Reactant: CC1C=C(C)C=C(C)C=1S([O-])(=O)=O.[NH2:14][N+:15]1[CH:20]=[CH:19][C:18]([CH3:21])=[CH:17][C:16]=1[O:22][CH2:23][C:24]1[CH:29]=[CH:28][CH:27]=[CH:26][CH:25]=1.[C:30]([O:35][CH2:36][CH3:37])(=[O:34])[C:31]#[C:32][CH3:33].C(=O)([O-])[O-].[K+].[K+].O. Product: [CH2:23]([O:22][C:16]1[N:15]2[N:14]=[C:32]([CH3:33])[C:31]([C:30]([O:35][CH2:36][CH3:37])=[O:34])=[C:20]2[CH:19]=[C:18]([CH3:21])[CH:17]=1)[C:24]1[CH:25]=[CH:26][CH:27]=[CH:28][CH:29]=1. The catalyst class is: 3. (4) Reactant: [H-].[Na+].[CH3:3][O:4][CH2:5][O:6][C:7]1[C:15]2[CH:14]=[C:13]([C:16]3[O:20][C:19](=[O:21])[NH:18][N:17]=3)[O:12][C:11]=2[CH:10]=[CH:9][CH:8]=1.[CH3:22]I. Product: [CH3:3][O:4][CH2:5][O:6][C:7]1[C:15]2[CH:14]=[C:13]([C:16]3[O:20][C:19]([O:21][CH3:22])=[N:18][N:17]=3)[O:12][C:11]=2[CH:10]=[CH:9][CH:8]=1. The catalyst class is: 3. (5) Product: [C@@H:8]([NH:12][C:13]1[N:18]=[C:17]2[CH2:19][N:20]([C:2](=[O:1])[CH3:4])[CH2:21][CH2:22][C:16]2=[N:15][C:14]=1[N:23]1[CH2:28][CH2:27][CH:26]([O:29][C:30]2[CH:35]=[CH:34][C:33]([F:36])=[CH:32][C:31]=2[F:37])[CH2:25][CH2:24]1)([CH2:10][CH3:11])[CH3:9]. Reactant: [OH:1][C:2]([C:4](F)(F)F)=O.[C@@H:8]([NH:12][C:13]1[N:18]=[C:17]2[CH2:19][NH:20][CH2:21][CH2:22][C:16]2=[N:15][C:14]=1[N:23]1[CH2:28][CH2:27][CH:26]([O:29][C:30]2[CH:35]=[CH:34][C:33]([F:36])=[CH:32][C:31]=2[F:37])[CH2:25][CH2:24]1)([CH2:10][CH3:11])[CH3:9].N1C=CC=CC=1.C(OC(=O)C)(=O)C. The catalyst class is: 2. (6) Reactant: Cl.[NH2:2][C:3]1[C:4]([CH3:28])=[C:5]2[C:10]([NH:11][C:12]3[CH:17]=[CH:16][C:15]([O:18][C:19]4[CH:24]=[CH:23][CH:22]=[CH:21][CH:20]=4)=[CH:14][CH:13]=3)=[C:9]([C:25]#[N:26])[CH:8]=[N:7][N:6]2[CH:27]=1.[CH:29](=O)[C:30]1[CH:35]=[CH:34][CH:33]=[CH:32][CH:31]=1.C(O)(=O)C.[BH-](OC(C)=O)(OC(C)=O)OC(C)=O.[Na+]. Product: [CH2:29]([NH:2][C:3]1[C:4]([CH3:28])=[C:5]2[C:10]([NH:11][C:12]3[CH:13]=[CH:14][C:15]([O:18][C:19]4[CH:24]=[CH:23][CH:22]=[CH:21][CH:20]=4)=[CH:16][CH:17]=3)=[C:9]([C:25]#[N:26])[CH:8]=[N:7][N:6]2[CH:27]=1)[C:30]1[CH:35]=[CH:34][CH:33]=[CH:32][CH:31]=1. The catalyst class is: 26. (7) Reactant: Br[C:2]1[CH:8]=[C:7]([F:9])[C:5]([NH2:6])=[C:4]([Cl:10])[C:3]=1[Cl:11].[Li]CCCC.O. Product: [Cl:10][C:4]1[C:3]([Cl:11])=[CH:2][CH:8]=[C:7]([F:9])[C:5]=1[NH2:6]. The catalyst class is: 1.